Dataset: Forward reaction prediction with 1.9M reactions from USPTO patents (1976-2016). Task: Predict the product of the given reaction. Given the reactants [C:1]([O:5][C:6](=[O:15])[NH:7][CH:8]([CH2:13][CH3:14])[CH:9]([C:11]#[N:12])[OH:10])([CH3:4])([CH3:3])[CH3:2].Cl.[NH2:17][OH:18], predict the reaction product. The product is: [C:1]([O:5][C:6](=[O:15])[NH:7][CH:8]([CH:9]([OH:10])[C:11](=[NH:12])[NH:17][OH:18])[CH2:13][CH3:14])([CH3:2])([CH3:3])[CH3:4].